This data is from Full USPTO retrosynthesis dataset with 1.9M reactions from patents (1976-2016). The task is: Predict the reactants needed to synthesize the given product. (1) Given the product [Cl:14][C:10]1[C:11]([Cl:13])=[N:12][C:3]([CH2:2][N:22]2[CH2:21][CH2:20][CH2:19][CH2:18][C:17]2=[O:16])=[C:4]([CH:9]=1)[C:5]([O:7][CH3:8])=[O:6], predict the reactants needed to synthesize it. The reactants are: Br[CH2:2][C:3]1[N:12]=[C:11]([Cl:13])[C:10]([Cl:14])=[CH:9][C:4]=1[C:5]([O:7][CH3:8])=[O:6].C[O:16][C:17]1[CH2:18][CH2:19][CH2:20][CH2:21][N:22]=1. (2) Given the product [C:1]([C:5]1[N:6]=[C:7]([NH:31][CH2:30][CH2:29][C:25]2[CH:24]=[N:23][CH:28]=[CH:27][CH:26]=2)[C:8]2[N:9]([C:18](=[O:21])[NH:19][N:20]=2)[C:10]=1[C:11]1[CH:16]=[C:15]([CH3:32])[CH:14]=[CH:13][CH:12]=1)([CH3:2])([CH3:3])[CH3:4], predict the reactants needed to synthesize it. The reactants are: [C:1]([C:5]1[N:6]=[C:7](Cl)[C:8]2[N:9]([C:18](=[O:21])[NH:19][N:20]=2)[C:10]=1[C:11]1[CH:16]=[CH:15][CH:14]=[CH:13][C:12]=1C)([CH3:4])([CH3:3])[CH3:2].[N:23]1[CH:28]=[CH:27][CH:26]=[C:25]([CH2:29][CH2:30][NH2:31])[CH:24]=1.[CH2:32]1COCC1. (3) Given the product [CH3:1][C:2]([CH3:7])([CH2:5][NH:6][CH:13]=[O:14])[CH2:3][NH:4][CH:8]=[O:10], predict the reactants needed to synthesize it. The reactants are: [CH3:1][C:2]([CH3:7])([CH2:5][NH2:6])[CH2:3][NH2:4].[CH2:8]([O:10]C=O)C.[CH3:13][OH:14]. (4) Given the product [F:1][C:2]1[CH:3]=[C:4]([C:12]([C:14]2[CH:19]=[CH:18][C:17]([F:20])=[CH:16][CH:15]=2)=[N:22][OH:23])[CH:5]=[C:6]([C:8]([F:11])([F:10])[F:9])[CH:7]=1, predict the reactants needed to synthesize it. The reactants are: [F:1][C:2]1[CH:3]=[C:4]([C:12]([C:14]2[CH:19]=[CH:18][C:17]([F:20])=[CH:16][CH:15]=2)=O)[CH:5]=[C:6]([C:8]([F:11])([F:10])[F:9])[CH:7]=1.Cl.[NH2:22][OH:23]. (5) Given the product [Br:1][C:15]1[N:13]2[CH:14]=[C:9]([C:7]3[CH:8]=[N:4][NH:5][CH:6]=3)[CH:10]=[CH:11][C:12]2=[N:17][N:16]=1, predict the reactants needed to synthesize it. The reactants are: [Br:1]Br.O.[NH:4]1[CH:8]=[C:7]([C:9]2[CH:10]=[CH:11][C:12]3[N:13]([CH:15]=[N:16][N:17]=3)[CH:14]=2)[CH:6]=[N:5]1.C(=O)([O-])O.[Na+]. (6) Given the product [CH2:6]([O:5][C:3](=[O:4])[CH:2]([S:21][C:18]1[CH:19]=[CH:20][C:15]([O:14][CH3:13])=[CH:16][CH:17]=1)[CH2:8][CH2:9][CH2:10][CH2:11][CH3:12])[CH3:7], predict the reactants needed to synthesize it. The reactants are: Br[CH:2]([CH2:8][CH2:9][CH2:10][CH2:11][CH3:12])[C:3]([O:5][CH2:6][CH3:7])=[O:4].[CH3:13][O:14][C:15]1[CH:20]=[CH:19][C:18]([SH:21])=[CH:17][CH:16]=1.